From a dataset of Catalyst prediction with 721,799 reactions and 888 catalyst types from USPTO. Predict which catalyst facilitates the given reaction. (1) Reactant: [CH2:1]([O:8][CH2:9][C:10]1(OCC)[CH2:15][O:14]C(COCC2C=CC=CC=2)(OCC)C[O:11]1)[C:2]1[CH:7]=[CH:6][CH:5]=[CH:4][CH:3]=1.S(=O)(=O)(O)O.O.CC(OC)(C)C. Product: [CH2:1]([O:8][CH2:9][C:10](=[O:11])[CH2:15][OH:14])[C:2]1[CH:7]=[CH:6][CH:5]=[CH:4][CH:3]=1. The catalyst class is: 1. (2) Reactant: Cl[C:2]([O:4][C:5]1[CH:10]=[CH:9][CH:8]=[CH:7][CH:6]=1)=[O:3].[NH2:11][C:12]1[CH:13]=[C:14]([S:18]([NH2:21])(=[O:20])=[O:19])[CH:15]=[CH:16][CH:17]=1. Product: [C:5]1([O:4][C:2](=[O:3])[NH:11][C:12]2[CH:17]=[CH:16][CH:15]=[C:14]([S:18](=[O:20])(=[O:19])[NH2:21])[CH:13]=2)[CH:10]=[CH:9][CH:8]=[CH:7][CH:6]=1. The catalyst class is: 202. (3) Reactant: N(C(C)C)[CH:2](C)C.[Li]CCCC.[Cl:13][C:14]1[C:23]2[C:18](=[CH:19][CH:20]=[C:21]([O:24][CH3:25])[CH:22]=2)[CH:17]=[C:16]([Cl:26])[N:15]=1.CI. Product: [Cl:13][C:14]1[C:23]2[C:18](=[CH:19][CH:20]=[C:21]([O:24][CH3:25])[CH:22]=2)[C:17]([CH3:2])=[C:16]([Cl:26])[N:15]=1. The catalyst class is: 1. (4) Reactant: [CH2:1]([C:3]([C:24]1[CH:29]=[CH:28][C:27]([OH:30])=[C:26]([CH3:31])[CH:25]=1)([C:6]1[CH:11]=[CH:10][C:9]([CH2:12][CH2:13][CH:14]([OH:22])[C:15]2([CH3:21])[CH2:20][CH2:19][CH2:18][CH2:17][CH2:16]2)=[C:8]([CH3:23])[CH:7]=1)[CH2:4][CH3:5])[CH3:2].[O:32]=[C:33]1[O:37][C@@H:36]([CH2:38]OS(C2C=CC(C)=CC=2)(=O)=O)[CH2:35][CH2:34]1.C([O-])([O-])=O.[K+].[K+].C(OCC)(=O)C. Product: [CH2:1]([C:3]([C:24]1[CH:29]=[CH:28][C:27]([O:30][CH2:38][C@@H:36]2[O:37][C:33](=[O:32])[CH2:34][CH2:35]2)=[C:26]([CH3:31])[CH:25]=1)([C:6]1[CH:11]=[CH:10][C:9]([CH2:12][CH2:13][CH:14]([OH:22])[C:15]2([CH3:21])[CH2:20][CH2:19][CH2:18][CH2:17][CH2:16]2)=[C:8]([CH3:23])[CH:7]=1)[CH2:4][CH3:5])[CH3:2]. The catalyst class is: 3. (5) Reactant: [CH3:1][O:2][CH2:3][CH2:4][C:5]1[CH:10]=[CH:9][C:8]([OH:11])=[CH:7][CH:6]=1.[O:12]1[CH2:14][CH:13]1[CH2:15]OS(C1C=CC=C([N+]([O-])=O)C=1)(=O)=O.C(=O)([O-])[O-].[K+].[K+]. Product: [CH3:1][O:2][CH2:3][CH2:4][C:5]1[CH:10]=[CH:9][C:8]([O:11][CH2:15][CH:13]2[CH2:14][O:12]2)=[CH:7][CH:6]=1. The catalyst class is: 131. (6) Reactant: N[C:2]1[C:3]([C:15]([NH:17][CH2:18][CH:19]2[CH2:21][CH2:20]2)=[O:16])=[CH:4][CH:5]=[C:6]([C:8]2[CH:13]=[CH:12][CH:11]=[CH:10][C:9]=2[CH3:14])[CH:7]=1.[Cl:22][C:23]1[CH:28]=[C:27]([C:29](Cl)=[O:30])[CH:26]=[CH:25][N:24]=1.C([N:34](CC)CC)C. Product: [Cl:22][C:23]1[CH:28]=[C:27]([CH:26]=[CH:25][N:24]=1)[C:29]([NH:34][C:12]1[CH:13]=[C:8]([C:6]2[CH:5]=[CH:4][C:3]([C:15]([NH:17][CH2:18][CH:19]3[CH2:21][CH2:20]3)=[O:16])=[CH:2][CH:7]=2)[C:9]([CH3:14])=[CH:10][CH:11]=1)=[O:30]. The catalyst class is: 2.